This data is from Forward reaction prediction with 1.9M reactions from USPTO patents (1976-2016). The task is: Predict the product of the given reaction. The product is: [Na:1].[S:33]([CH2:32][C@H:13]1[O:12][C@H:11]([O:37][CH2:38][CH2:39][CH2:40][O:41][C:42](=[O:60])[CH2:43][CH2:44][CH2:45][CH2:46][CH2:47][CH2:48][CH2:49][CH2:50][CH2:51][CH2:52][CH2:53][CH2:54][CH2:55][CH2:56][CH2:57][CH2:58][CH3:59])[C@H:10]([OH:9])[C@@H:15]([OH:16])[C@@H:14]1[OH:24])([OH:36])(=[O:34])=[O:35]. Given the reactants [Na:1].C([O:9][C@@H:10]1[C@@H:15]([O:16]CC2C=CC=CC=2)[C@H:14]([O:24]CC2C=CC=CC=2)[C@@H:13]([CH2:32][S:33]([OH:36])(=[O:35])=[O:34])[O:12][C@@H:11]1[O:37][CH2:38][CH2:39][CH2:40][O:41][C:42](=[O:60])[CH2:43][CH2:44][CH2:45][CH2:46][CH2:47][CH2:48][CH2:49][CH2:50][CH2:51][CH2:52][CH2:53][CH2:54][CH2:55][CH2:56][CH2:57][CH2:58][CH3:59])C1C=CC=CC=1.[H][H], predict the reaction product.